From a dataset of Merck oncology drug combination screen with 23,052 pairs across 39 cell lines. Regression. Given two drug SMILES strings and cell line genomic features, predict the synergy score measuring deviation from expected non-interaction effect. (1) Drug 1: Cn1nnc2c(C(N)=O)ncn2c1=O. Drug 2: CNC(=O)c1cc(Oc2ccc(NC(=O)Nc3ccc(Cl)c(C(F)(F)F)c3)cc2)ccn1. Cell line: OV90. Synergy scores: synergy=11.9. (2) Drug 1: COC12C(COC(N)=O)C3=C(C(=O)C(C)=C(N)C3=O)N1CC1NC12. Drug 2: Cn1c(=O)n(-c2ccc(C(C)(C)C#N)cc2)c2c3cc(-c4cnc5ccccc5c4)ccc3ncc21. Cell line: T47D. Synergy scores: synergy=113. (3) Drug 1: C#Cc1cccc(Nc2ncnc3cc(OCCOC)c(OCCOC)cc23)c1. Drug 2: CNC(=O)c1cc(Oc2ccc(NC(=O)Nc3ccc(Cl)c(C(F)(F)F)c3)cc2)ccn1. Cell line: A2780. Synergy scores: synergy=2.98. (4) Drug 1: Cn1nnc2c(C(N)=O)ncn2c1=O. Drug 2: Cc1nc(Nc2ncc(C(=O)Nc3c(C)cccc3Cl)s2)cc(N2CCN(CCO)CC2)n1. Cell line: KPL1. Synergy scores: synergy=-15.6. (5) Drug 1: Nc1ccn(C2OC(CO)C(O)C2(F)F)c(=O)n1. Drug 2: Cn1cc(-c2cnn3c(N)c(Br)c(C4CCCNC4)nc23)cn1. Cell line: PA1. Synergy scores: synergy=51.4. (6) Drug 1: N#Cc1ccc(Cn2cncc2CN2CCN(c3cccc(Cl)c3)C(=O)C2)cc1. Drug 2: Nc1ccn(C2OC(CO)C(O)C2(F)F)c(=O)n1. Cell line: LOVO. Synergy scores: synergy=-0.0948. (7) Drug 1: O=S1(=O)NC2(CN1CC(F)(F)F)C1CCC2Cc2cc(C=CCN3CCC(C(F)(F)F)CC3)ccc2C1. Drug 2: CCC1(O)C(=O)OCc2c1cc1n(c2=O)Cc2cc3c(CN(C)C)c(O)ccc3nc2-1. Cell line: HT144. Synergy scores: synergy=12.7.